Dataset: Full USPTO retrosynthesis dataset with 1.9M reactions from patents (1976-2016). Task: Predict the reactants needed to synthesize the given product. (1) The reactants are: [CH3:1][O:2][C:3]1[CH:4]=[C:5]2[C:10](=[CH:11][C:12]=1[O:13][CH3:14])[N:9]=[CH:8][N:7]=[C:6]2[C:15]1[NH:19][N:18]=[N:17][N:16]=1.[CH2:20]([N:22]([CH2:25]C)[CH2:23][CH3:24])[CH3:21].C[N:28](C)C(=O)C. Given the product [CH3:1][O:2][C:3]1[CH:4]=[C:5]2[C:10](=[CH:11][C:12]=1[O:13][CH3:14])[N:9]=[CH:8][N:7]=[C:6]2[C:15]1[N:19]([CH2:21][C:20]2[N:22]([CH3:25])[CH:23]=[CH:24][N:28]=2)[N:18]=[N:17][N:16]=1, predict the reactants needed to synthesize it. (2) Given the product [CH2:1]([N:8]1[C:16]2[C:11](=[CH:12][C:13]([C:17]3[CH:22]=[CH:21][C:20]([OH:23])=[CH:19][CH:18]=3)=[CH:14][CH:15]=2)[C:10]([CH2:25][CH2:26][CH2:27][CH2:28][CH3:29])=[C:9]1[C:30]1[CH:31]=[CH:32][CH:33]=[CH:34][CH:35]=1)[C:2]1[CH:3]=[CH:4][CH:5]=[CH:6][CH:7]=1, predict the reactants needed to synthesize it. The reactants are: [CH2:1]([N:8]1[C:16]2[C:11](=[CH:12][C:13]([C:17]3[CH:22]=[CH:21][C:20]([O:23]C)=[CH:19][CH:18]=3)=[CH:14][CH:15]=2)[C:10]([CH2:25][CH2:26][CH2:27][CH2:28][CH3:29])=[C:9]1[C:30]1[CH:35]=[CH:34][CH:33]=[CH:32][CH:31]=1)[C:2]1[CH:7]=[CH:6][CH:5]=[CH:4][CH:3]=1.B(Br)(Br)Br. (3) Given the product [CH3:6][CH:5]1[S:7][CH2:8][CH:9]([C:10]([O:12][CH3:13])=[O:11])[C:4]1=[O:14], predict the reactants needed to synthesize it. The reactants are: C(O[C:4](=[O:14])[CH:5]([S:7][CH2:8][CH2:9][C:10]([O:12][CH3:13])=[O:11])[CH3:6])C.C[O-].[Na+].Cl. (4) Given the product [ClH:40].[F:36][C:33]([F:34])([F:35])[C:23]1[CH:22]=[C:21]([C:19]2[O:18][N:17]=[C:16]([C:14]3[CH:13]=[CH:12][C:11]4[CH2:5][CH2:6][NH:7][CH2:8][CH2:9][C:10]=4[CH:15]=3)[N:20]=2)[CH:26]=[CH:25][C:24]=1[C:27]1[CH:28]=[CH:29][CH:30]=[CH:31][CH:32]=1, predict the reactants needed to synthesize it. The reactants are: CC([CH:5]1[C:11]2[CH:12]=[CH:13][C:14]([C:16]3[N:20]=[C:19]([C:21]4[CH:26]=[CH:25][C:24]([C:27]5[CH:32]=[CH:31][CH:30]=[CH:29][CH:28]=5)=[C:23]([C:33]([F:36])([F:35])[F:34])[CH:22]=4)[O:18][N:17]=3)=[CH:15][C:10]=2[CH2:9][CH2:8][N:7](C([O-])=O)[CH2:6]1)(C)C.[ClH:40]. (5) Given the product [CH3:14][C:13](=[CH:6][C:3]1[CH:4]=[CH:5][S:1][CH:2]=1)[C:8]([O:10][CH2:11][CH3:12])=[O:9], predict the reactants needed to synthesize it. The reactants are: [S:1]1[CH:5]=[CH:4][C:3]([CH:6]=O)=[CH:2]1.[C:8]([CH2:13][CH:14]=P(C1C=CC=CC=1)(C1C=CC=CC=1)C1C=CC=CC=1)([O:10][CH2:11][CH3:12])=[O:9].